The task is: Predict the reactants needed to synthesize the given product.. This data is from Full USPTO retrosynthesis dataset with 1.9M reactions from patents (1976-2016). (1) Given the product [C:15]1([CH:16]([C:17]2[CH:9]=[CH:10][CH:2]=[CH:3][CH:4]=2)[N:8]2[C:9]3[C:5](=[CH:4][CH:3]=[C:2]([F:1])[CH:10]=3)[C:6](=[O:12])[C:7]2=[O:11])[CH:19]=[CH:20][CH:21]=[CH:22][CH:14]=1, predict the reactants needed to synthesize it. The reactants are: [F:1][C:2]1[CH:10]=[C:9]2[C:5]([C:6](=[O:12])[C:7](=[O:11])[NH:8]2)=[CH:4][CH:3]=1.Cl[C:14]1[CH:22]=[CH:21][CH:20]=[C:19]2[C:15]=1[C:16](=O)[C:17](=O)N2. (2) Given the product [Cl:1][C:2]1[CH:3]=[C:4]([CH:7]=[C:8]([O:10][C:11]2[C:12](=[O:21])[N:13]([CH2:29][C:30]3[C:38]4[C:33](=[N:34][C:35]([NH:39][CH2:40][C:41]5[CH:42]=[CH:43][C:44]([O:47][CH3:48])=[CH:45][CH:46]=5)=[CH:36][CH:37]=4)[N:32]([CH2:49][C:50]4[CH:51]=[CH:52][C:53]([O:56][CH3:57])=[CH:54][CH:55]=4)[N:31]=3)[CH:14]=[CH:15][C:16]=2[C:17]([F:18])([F:19])[F:20])[CH:9]=1)[C:5]#[N:6], predict the reactants needed to synthesize it. The reactants are: [Cl:1][C:2]1[CH:3]=[C:4]([CH:7]=[C:8]([O:10][C:11]2[C:12](=[O:21])[NH:13][CH:14]=[CH:15][C:16]=2[C:17]([F:20])([F:19])[F:18])[CH:9]=1)[C:5]#[N:6].C(=O)([O-])[O-].[K+].[K+].Cl[CH2:29][C:30]1[C:38]2[C:33](=[N:34][C:35]([NH:39][CH2:40][C:41]3[CH:46]=[CH:45][C:44]([O:47][CH3:48])=[CH:43][CH:42]=3)=[CH:36][CH:37]=2)[N:32]([CH2:49][C:50]2[CH:55]=[CH:54][C:53]([O:56][CH3:57])=[CH:52][CH:51]=2)[N:31]=1. (3) Given the product [CH:1]1[CH:6]=[CH:5][C:4]([C@@H:7]2[N:16]([C:17]([O:19][C@@H:20]3[CH:25]4[CH2:24][CH2:23][N:22]([CH2:27][CH2:26]4)[CH2:21]3)=[O:18])[CH2:15][CH2:14][C:13]3[CH:12]=[CH:11][CH:10]=[CH:9][C:8]2=3)=[CH:3][CH:2]=1, predict the reactants needed to synthesize it. The reactants are: [CH:1]1[CH:2]=[CH:3][C:4]([C@@H:7]2[N:16]([C:17]([O:19][C@@H:20]3[CH:25]4[CH2:26][CH2:27][N:22]([CH2:23][CH2:24]4)[CH2:21]3)=[O:18])[CH2:15][CH2:14][C:13]3[CH:12]=[CH:11][CH:10]=[CH:9][C:8]2=3)=[CH:5][CH:6]=1.C([O-])(=O)CCC([O-])=O.[OH-].[Na+].C(Cl)Cl. (4) Given the product [Cl:8][C:6]1[N:5]=[CH:4][N:3]=[C:2]([NH:14][C:13]2[CH:15]=[CH:16][C:17]([N:18]3[CH2:19][CH2:20][N:21]([CH:24]4[CH2:25][O:26][CH2:27]4)[CH2:22][CH2:23]3)=[C:11]([O:10][CH3:9])[CH:12]=2)[N:7]=1, predict the reactants needed to synthesize it. The reactants are: Cl[C:2]1[N:7]=[C:6]([Cl:8])[N:5]=[CH:4][N:3]=1.[CH3:9][O:10][C:11]1[CH:12]=[C:13]([CH:15]=[CH:16][C:17]=1[N:18]1[CH2:23][CH2:22][N:21]([CH:24]2[CH2:27][O:26][CH2:25]2)[CH2:20][CH2:19]1)[NH2:14]. (5) Given the product [CH:19]1[C:14]2[CH2:13][C@H:12]3[N:2]([CH2:1][CH:23]4[CH2:25][CH2:24]4)[CH2:3][CH2:4][C@:5]45[C@H:6]([C:7]([CH2:9][CH2:10][C@@:11]34[OH:22])=[O:8])[O:21][C:16]([C:15]=25)=[C:17]([OH:20])[CH:18]=1, predict the reactants needed to synthesize it. The reactants are: [CH3:1][N:2]1[C@@H:12]2[CH2:13][C:14]3[CH:19]=[CH:18][C:17]([OH:20])=[C:16]4[O:21][C@H:6]5[C:7]([CH:9]=[CH:10][C@:11]2([OH:22])[C@:5]5([C:15]=34)[CH2:4][CH2:3]1)=[O:8].[CH:23]1(CBr)[CH2:25][CH2:24]1.